Dataset: Reaction yield outcomes from USPTO patents with 853,638 reactions. Task: Predict the reaction yield, written as a fraction of the theoretical maximum amount of product (1.0 means a 100% yield; for example, 0.34 means a 34% yield). The reactants are [NH2:1][C:2]1[CH:3]=[C:4]([N:8]([CH2:16][C:17]2[CH:22]=[CH:21][CH:20]=[C:19]([O:23][C:24]([F:29])([F:28])[CH:25]([F:27])[F:26])[CH:18]=2)[CH2:9][CH:10]([OH:15])[C:11]([F:14])([F:13])[F:12])[CH:5]=[CH:6][CH:7]=1.C(O)(=O)C.[CH:34](=O)[CH:35]([CH3:37])[CH3:36].[BH-](OC(C)=O)(OC(C)=O)OC(C)=O.[Na+]. The catalyst is ClC(Cl)C. The product is [CH3:34][CH:35]([CH3:37])[CH2:36][NH:1][C:2]1[CH:3]=[C:4]([N:8]([CH2:16][C:17]2[CH:22]=[CH:21][CH:20]=[C:19]([O:23][C:24]([F:28])([F:29])[CH:25]([F:26])[F:27])[CH:18]=2)[CH2:9][CH:10]([OH:15])[C:11]([F:14])([F:13])[F:12])[CH:5]=[CH:6][CH:7]=1. The yield is 0.290.